From a dataset of Full USPTO retrosynthesis dataset with 1.9M reactions from patents (1976-2016). Predict the reactants needed to synthesize the given product. (1) Given the product [CH3:21][C:19]1[N:10]=[C:9]([CH2:8][C:4]2[CH:5]=[CH:6][CH:7]=[C:2]([CH3:1])[CH:3]=2)[S:11][C:13]=1[C:14]([O:16][CH2:17][CH3:18])=[O:15], predict the reactants needed to synthesize it. The reactants are: [CH3:1][C:2]1[CH:3]=[C:4]([CH2:8][C:9](=[S:11])[NH2:10])[CH:5]=[CH:6][CH:7]=1.Cl[CH:13]([C:19]([CH3:21])=O)[C:14]([O:16][CH2:17][CH3:18])=[O:15]. (2) Given the product [CH2:16]([O:23][C:24]([N:26]1[CH2:31][CH2:30][CH:29]([CH:32]2[O:4][CH2:1][CH2:2][O:3]2)[CH2:28][CH2:27]1)=[O:25])[C:17]1[CH:18]=[CH:19][CH:20]=[CH:21][CH:22]=1, predict the reactants needed to synthesize it. The reactants are: [CH2:1]([OH:4])[CH2:2][OH:3].C1(C)C=CC(S(O)(=O)=O)=CC=1.[CH2:16]([O:23][C:24]([N:26]1[CH2:31][CH2:30][CH:29]([CH:32]=O)[CH2:28][CH2:27]1)=[O:25])[C:17]1[CH:22]=[CH:21][CH:20]=[CH:19][CH:18]=1. (3) Given the product [CH3:1][C@@:2]1([OH:44])[C@@H:30]([CH2:31][O:32][C:33](=[O:41])[CH2:34][OH:35])[O:29][C@@H:5]([O:6][C:7]2[CH:12]=[C:11]([CH2:13][OH:14])[CH:10]=[CH:9][C:8]=2[CH2:20][C:21]2[CH:26]=[CH:25][C:24]([O:27][CH3:28])=[CH:23][CH:22]=2)[C@H:4]([OH:42])[C@H:3]1[OH:43], predict the reactants needed to synthesize it. The reactants are: [CH3:1][C@@:2]1([OH:44])[C@@H:30]([CH2:31][O:32][C:33](=[O:41])[CH2:34][O:35]C2CCCO2)[O:29][C@@H:5]([O:6][C:7]2[CH:12]=[C:11]([CH2:13][O:14]C3CCCO3)[CH:10]=[CH:9][C:8]=2[CH2:20][C:21]2[CH:26]=[CH:25][C:24]([O:27][CH3:28])=[CH:23][CH:22]=2)[C@H:4]([OH:42])[C@H:3]1[OH:43].OCC(OC[C@H]1O[C@@H](OC2C=C(CO)C=CC=2CC2C=CC(CC)=CC=2)[C@H](O)[C@@H](O)C1)=O.